Regression/Classification. Given a drug SMILES string, predict its absorption, distribution, metabolism, or excretion properties. Task type varies by dataset: regression for continuous measurements (e.g., permeability, clearance, half-life) or binary classification for categorical outcomes (e.g., BBB penetration, CYP inhibition). Dataset: b3db_classification. From a dataset of Blood-brain barrier permeability classification from the B3DB database. (1) The molecule is Oc1ccc2c(Oc3ccc(OCCN4CCCCC4)cc3)c(-c3ccc(F)c(F)c3)ccc2c1. The result is 1 (penetrates BBB). (2) The result is 0 (does not penetrate BBB). The drug is COC(=O)Nc1nc2ccc(C(=O)c3ccccc3)cc2[nH]1.